Predict the reactants needed to synthesize the given product. From a dataset of Full USPTO retrosynthesis dataset with 1.9M reactions from patents (1976-2016). (1) Given the product [CH:44]1([N:34]([CH2:33][C@H:10]2[C@H:11]([CH2:13][C@H:14]([O:18][C:19]3[CH:24]=[CH:23][C:22]([O:25][CH3:26])=[C:21]([O:27][CH2:28][CH2:29][CH2:30][O:31][CH3:32])[CH:20]=3)[CH:15]([CH3:16])[CH3:17])[CH2:12][NH:8][CH2:9]2)[C:35](=[O:43])[CH2:36][CH:37]2[CH2:38][CH2:39][O:40][CH2:41][CH2:42]2)[CH2:46][CH2:45]1, predict the reactants needed to synthesize it. The reactants are: C(OC([N:8]1[CH2:12][C@@H:11]([CH2:13][C@H:14]([O:18][C:19]2[CH:24]=[CH:23][C:22]([O:25][CH3:26])=[C:21]([O:27][CH2:28][CH2:29][CH2:30][O:31][CH3:32])[CH:20]=2)[CH:15]([CH3:17])[CH3:16])[C@H:10]([CH2:33][N:34]([CH:44]2[CH2:46][CH2:45]2)[C:35](=[O:43])[CH2:36][CH:37]2[CH2:42][CH2:41][O:40][CH2:39][CH2:38]2)[CH2:9]1)=O)(C)(C)C. (2) Given the product [C:18]([O:22][C:23](=[O:29])[N:24]([CH3:28])[CH2:25][CH:26]1[CH2:16][C:15](=[O:17])[C:3]2[C:2](=[CH:7][C:6]([S:8][C:9]3[CH:14]=[CH:13][CH:12]=[CH:11][CH:10]=3)=[CH:5][CH:4]=2)[O:1]1)([CH3:20])([CH3:21])[CH3:19], predict the reactants needed to synthesize it. The reactants are: [OH:1][C:2]1[CH:7]=[C:6]([S:8][C:9]2[CH:14]=[CH:13][CH:12]=[CH:11][CH:10]=2)[CH:5]=[CH:4][C:3]=1[C:15](=[O:17])[CH3:16].[C:18]([O:22][C:23](=[O:29])[N:24]([CH3:28])[CH2:25][CH:26]=O)([CH3:21])([CH3:20])[CH3:19].N1CCCC1. (3) Given the product [CH2:61]([N:54]1[C:53]2[C:52]3[CH:68]=[CH:69][CH:70]=[CH:71][C:51]=3[N:50]([C:48]([C:45]3[CH:46]=[CH:47][C:42]([CH2:41][NH:40][C:35]([CH:32]4[CH2:31][CH2:30][N:29]([CH2:28][CH2:27][C:26]([CH3:25])([CH3:39])[CH3:38])[CH2:34][CH2:33]4)=[O:37])=[C:43]([CH3:72])[CH:44]=3)=[O:49])[CH2:59][CH2:58][C:57]=2[N:56]=[C:55]1[CH3:60])[C:62]1[CH:67]=[CH:66][CH:65]=[CH:64][CH:63]=1, predict the reactants needed to synthesize it. The reactants are: CN(C(ON1N=NC2C=CC=CC1=2)=[N+](C)C)C.F[P-](F)(F)(F)(F)F.[CH3:25][C:26]([CH3:39])([CH3:38])[CH2:27][CH2:28][N:29]1[CH2:34][CH2:33][CH:32]([C:35]([OH:37])=O)[CH2:31][CH2:30]1.[NH2:40][CH2:41][C:42]1[CH:47]=[CH:46][C:45]([C:48]([N:50]2[CH2:59][CH2:58][C:57]3[N:56]=[C:55]([CH3:60])[N:54]([CH2:61][C:62]4[CH:67]=[CH:66][CH:65]=[CH:64][CH:63]=4)[C:53]=3[C:52]3[CH:68]=[CH:69][CH:70]=[CH:71][C:51]2=3)=[O:49])=[CH:44][C:43]=1[CH3:72].CCN(C(C)C)C(C)C.